This data is from Catalyst prediction with 721,799 reactions and 888 catalyst types from USPTO. The task is: Predict which catalyst facilitates the given reaction. (1) Reactant: [CH3:1][C:2]([O:5][C:6]([NH:8][CH2:9][C@H:10]([NH2:15])[C:11]([O:13][CH3:14])=[O:12])=[O:7])([CH3:4])[CH3:3].Cl.[CH2:17]([N:19]([CH2:22]C)CC)C.CN(N[S:28](Cl)(=[O:30])=[O:29])C. Product: [C:2]([O:5][C:6]([NH:8][CH2:9][C@H:10]([NH:15][S:28]([N:19]([CH3:22])[CH3:17])(=[O:30])=[O:29])[C:11]([O:13][CH3:14])=[O:12])=[O:7])([CH3:1])([CH3:3])[CH3:4]. The catalyst class is: 2. (2) Reactant: [O:1]([CH2:8][C@@H:9]([OH:37])[CH2:10][NH:11][CH2:12][CH2:13][CH:14]([C:26]1[CH:31]=[CH:30][C:29]([NH:32][C:33]([O:35][CH3:36])=[O:34])=[CH:28][CH:27]=1)[C:15]1[CH:20]=[CH:19][C:18]([NH:21][C:22]([O:24][CH3:25])=[O:23])=[CH:17][CH:16]=1)[C:2]1[CH:7]=[CH:6][CH:5]=[CH:4][CH:3]=1.[P:38](=O)([OH:41])([OH:40])[OH:39]. Product: [P:38]([O:37][C@@H:9]([CH2:10][NH:11][CH2:12][CH2:13][CH:14]([C:15]1[CH:20]=[CH:19][C:18]([NH:21][C:22]([O:24][CH3:25])=[O:23])=[CH:17][CH:16]=1)[C:26]1[CH:27]=[CH:28][C:29]([NH:32][C:33]([O:35][CH3:36])=[O:34])=[CH:30][CH:31]=1)[CH2:8][O:1][C:2]1[CH:7]=[CH:6][CH:5]=[CH:4][CH:3]=1)([OH:41])([OH:40])=[O:39]. The catalyst class is: 8. (3) Reactant: F[C:2]1[CH:11]=[CH:10][C:5]([C:6]([O:8][CH3:9])=[O:7])=[CH:4][C:3]=1[N+:12]([O-:14])=[O:13].[F:15][C:16]1[CH:22]=[CH:21][C:19]([NH2:20])=[CH:18][CH:17]=1.CCN(C(C)C)C(C)C.O. Product: [F:15][C:16]1[CH:22]=[CH:21][C:19]([NH:20][C:2]2[CH:11]=[CH:10][C:5]([C:6]([O:8][CH3:9])=[O:7])=[CH:4][C:3]=2[N+:12]([O-:14])=[O:13])=[CH:18][CH:17]=1. The catalyst class is: 3.